From a dataset of Full USPTO retrosynthesis dataset with 1.9M reactions from patents (1976-2016). Predict the reactants needed to synthesize the given product. (1) Given the product [CH3:19][N:13]1[C:14](=[O:18])[C:15]([CH3:17])=[CH:16][C:11]([NH:10][S:7]([C:4]2([CH2:1][CH:2]=[O:44])[CH2:6][CH2:5]2)(=[O:8])=[O:9])=[C:12]1[N:20]([C:28]1[CH:33]=[CH:32][C:31]([I:34])=[CH:30][C:29]=1[F:35])[C:21](=[O:27])[O:22][C:23]([CH3:26])([CH3:24])[CH3:25], predict the reactants needed to synthesize it. The reactants are: [CH2:1]([C:4]1([S:7]([NH:10][C:11]2[CH:16]=[C:15]([CH3:17])[C:14](=[O:18])[N:13]([CH3:19])[C:12]=2[N:20]([C:28]2[CH:33]=[CH:32][C:31]([I:34])=[CH:30][C:29]=2[F:35])[C:21](=[O:27])[O:22][C:23]([CH3:26])([CH3:25])[CH3:24])(=[O:9])=[O:8])[CH2:6][CH2:5]1)[CH:2]=C.CC1C=CC=C(C)N=1.[O:44]1CCOCC1. (2) The reactants are: [CH:1]([Si:4]([CH:24]([CH3:26])[CH3:25])([CH:21]([CH3:23])[CH3:22])[O:5][C:6]1[CH2:11][CH2:10][CH:9]([C:12]2[CH:17]=[C:16]([F:18])[C:15]([F:19])=[CH:14][C:13]=2[F:20])[CH2:8][CH:7]=1)([CH3:3])[CH3:2].I(C1C=CC=CC=1)=O.[N:35]([Si](C)(C)C)=[N+:36]=[N-:37]. Given the product [N:35]([CH:8]1[CH:9]([C:12]2[CH:17]=[C:16]([F:18])[C:15]([F:19])=[CH:14][C:13]=2[F:20])[CH2:10][CH2:11][C:6]([O:5][Si:4]([CH:1]([CH3:3])[CH3:2])([CH:21]([CH3:23])[CH3:22])[CH:24]([CH3:26])[CH3:25])=[CH:7]1)=[N+:36]=[N-:37], predict the reactants needed to synthesize it. (3) Given the product [Br:1][CH2:2][CH2:3][CH2:4][C:5]1[CH:6]=[CH:7][C:8]([O:9][CH2:10][CH2:11][CH2:12][C:13]2[CH:27]=[CH:26][C:16]([O:17][CH2:18][C@@H:19]([OH:20])[CH2:23][OH:22])=[CH:15][CH:14]=2)=[CH:28][CH:29]=1, predict the reactants needed to synthesize it. The reactants are: [Br:1][CH2:2][CH2:3][CH2:4][C:5]1[CH:29]=[CH:28][C:8]([O:9][CH2:10][CH2:11][CH2:12][C:13]2[CH:27]=[CH:26][C:16]([O:17][CH2:18][C@@H:19]3[CH2:23][O:22]C(C)(C)[O:20]3)=[CH:15][CH:14]=2)=[CH:7][CH:6]=1.C(O)(C(F)(F)F)=O.O. (4) Given the product [CH3:10][O:9][C:8]1[C:3]([O:2][CH3:1])=[C:4]2[C:5]([NH:11][CH2:12][C:13](=[O:14])[NH:16]2)=[CH:6][CH:7]=1, predict the reactants needed to synthesize it. The reactants are: [CH3:1][O:2][C:3]1[C:4]([N+:16]([O-])=O)=[C:5]([NH:11][CH2:12][C:13](O)=[O:14])[CH:6]=[CH:7][C:8]=1[O:9][CH3:10]. (5) Given the product [O:17]1[CH2:22][CH2:21][CH2:20][CH2:19][CH:18]1[O:1][CH:2]1[CH2:6][CH2:5][N:4]([C:7]([O:9][CH2:10][C:11]2[CH:16]=[CH:15][CH:14]=[CH:13][CH:12]=2)=[O:8])[CH2:3]1, predict the reactants needed to synthesize it. The reactants are: [OH:1][CH:2]1[CH2:6][CH2:5][N:4]([C:7]([O:9][CH2:10][C:11]2[CH:16]=[CH:15][CH:14]=[CH:13][CH:12]=2)=[O:8])[CH2:3]1.[O:17]1[CH:22]=[CH:21][CH2:20][CH2:19][CH2:18]1.C1(C)C=CC(S(O)(=O)=O)=CC=1. (6) The reactants are: [F:1][C:2]1[C:7]([C:8]2[CH:9]=[C:10]([CH:20]=[O:21])[S:11][C:12]=2[S:13][C:14]2[CH:19]=[CH:18][CH:17]=[CH:16][CH:15]=2)=[CH:6][CH:5]=[CH:4][N:3]=1.[NH:22]1[CH2:25][CH:24]([OH:26])[CH2:23]1.[C:27]([O:30][BH-]([O:30][C:27](=[O:29])[CH3:28])[O:30][C:27](=[O:29])[CH3:28])(=[O:29])[CH3:28].[Na+].C(=O)([O-])O.[Na+]. Given the product [C:27]([OH:30])(=[O:29])/[CH:28]=[CH:25]/[C:24]([OH:26])=[O:21].[F:1][C:2]1[C:7]([C:8]2[CH:9]=[C:10]([CH2:20][N:22]3[CH2:25][CH:24]([OH:26])[CH2:23]3)[S:11][C:12]=2[S:13][C:14]2[CH:15]=[CH:16][CH:17]=[CH:18][CH:19]=2)=[CH:6][CH:5]=[CH:4][N:3]=1, predict the reactants needed to synthesize it. (7) Given the product [C:31]([O:30][C:28]([N:25]1[CH2:26][CH2:27][CH:22]([O:8][C:6]2[CH:5]=[C:4]([F:9])[C:3]([C:10]3[N:15]=[C:14]([C:16]([O:18][CH3:19])=[O:17])[CH:13]=[CH:12][C:11]=3[F:20])=[C:2]([F:1])[CH:7]=2)[CH2:23][CH2:24]1)=[O:29])([CH3:34])([CH3:32])[CH3:33], predict the reactants needed to synthesize it. The reactants are: [F:1][C:2]1[CH:7]=[C:6]([OH:8])[CH:5]=[C:4]([F:9])[C:3]=1[C:10]1[N:15]=[C:14]([C:16]([O:18][CH3:19])=[O:17])[CH:13]=[CH:12][C:11]=1[F:20].O[CH:22]1[CH2:27][CH2:26][N:25]([C:28]([O:30][C:31]([CH3:34])([CH3:33])[CH3:32])=[O:29])[CH2:24][CH2:23]1.C1(P(C2C=CC=CC=2)C2C=CC=CC=2)C=CC=CC=1.CC(OC(/N=N/C(OC(C)C)=O)=O)C.